From a dataset of Cav3 T-type calcium channel HTS with 100,875 compounds. Binary Classification. Given a drug SMILES string, predict its activity (active/inactive) in a high-throughput screening assay against a specified biological target. The drug is S(=O)(=O)(NNC(=O)c1c(n(nc1)c1ccccc1)n1cccc1)c1ccccc1. The result is 0 (inactive).